This data is from Catalyst prediction with 721,799 reactions and 888 catalyst types from USPTO. The task is: Predict which catalyst facilitates the given reaction. (1) Reactant: [NH2:1][C:2]1[N:9]=[C:8]([C:10]2[CH:15]=[CH:14][CH:13]=[CH:12][C:11]=2[O:16][CH2:17][C:18]2[CH:23]=[CH:22][C:21]([O:24][CH3:25])=[CH:20][CH:19]=2)[CH:7]=[C:6]([C:26]2[CH:31]=[CH:30][C:29]([N:32]([CH3:34])[CH3:33])=[C:28]([NH2:35])[CH:27]=2)[C:3]=1[C:4]#[N:5].[Cl:36][CH2:37][C:38](Cl)=[O:39]. Product: [NH2:1][C:2]1[C:3]([C:4]#[N:5])=[C:6]([C:26]2[CH:31]=[CH:30][C:29]([N:32]([CH3:34])[CH3:33])=[C:28]([NH:35][C:38](=[O:39])[CH2:37][Cl:36])[CH:27]=2)[CH:7]=[C:8]([C:10]2[CH:15]=[CH:14][CH:13]=[CH:12][C:11]=2[O:16][CH2:17][C:18]2[CH:23]=[CH:22][C:21]([O:24][CH3:25])=[CH:20][CH:19]=2)[N:9]=1. The catalyst class is: 1. (2) Reactant: Cl[C:2]1[CH:3]=[C:4]([C:20]([F:23])([F:22])[F:21])[C:5]2[CH:6]=[CH:7][C:8]3[N:9]([CH:12]=[C:13]([C:15]4[O:16][CH:17]=[N:18][N:19]=4)[N:14]=3)[C:10]=2[N:11]=1.[O:24]1[CH:28]=[CH:27][C:26](B(O)O)=[CH:25]1.[O-]P([O-])([O-])=O.[K+].[K+].[K+]. Product: [O:24]1[CH:28]=[CH:27][C:26]([C:2]2[CH:3]=[C:4]([C:20]([F:23])([F:22])[F:21])[C:5]3[CH:6]=[CH:7][C:8]4[N:9]([CH:12]=[C:13]([C:15]5[O:16][CH:17]=[N:18][N:19]=5)[N:14]=4)[C:10]=3[N:11]=2)=[CH:25]1. The catalyst class is: 368. (3) Product: [CH2:1]([O:8][C:9](=[O:10])[NH:11][C@@H:12]([C:13]1[N:44]([C:41]2[CH:42]=[CH:43][C:38]([Cl:37])=[CH:39][CH:40]=2)[C:18](=[O:19])[C:17]2[C:16](=[CH:24][C:23]([O:25][Si:26]([CH:33]([CH3:35])[CH3:34])([CH:27]([CH3:28])[CH3:29])[CH:30]([CH3:32])[CH3:31])=[CH:22][CH:21]=2)[N:15]=1)[CH3:36])[C:2]1[CH:7]=[CH:6][CH:5]=[CH:4][CH:3]=1. The catalyst class is: 23. Reactant: [CH2:1]([O:8][C:9]([NH:11][C@H:12]([CH3:36])[C:13]([NH:15][C:16]1[CH:24]=[C:23]([O:25][Si:26]([CH:33]([CH3:35])[CH3:34])([CH:30]([CH3:32])[CH3:31])[CH:27]([CH3:29])[CH3:28])[CH:22]=[CH:21][C:17]=1[C:18](O)=[O:19])=O)=[O:10])[C:2]1[CH:7]=[CH:6][CH:5]=[CH:4][CH:3]=1.[Cl:37][C:38]1[CH:43]=[CH:42][C:41]([NH2:44])=[CH:40][CH:39]=1.P(Cl)(Cl)Cl. (4) Reactant: C[O:2][C:3](=O)[C:4]1[CH:9]=[CH:8][C:7]([C:10]2[C:11]3[C:16]([C@@H:17]4[C@H:22]([N:23]=2)[CH2:21][CH2:20][O:19][CH2:18]4)=[CH:15][C:14]([O:24][CH2:25][CH3:26])=[C:13]([O:27][CH3:28])[CH:12]=3)=[CH:6][CH:5]=1.[OH-].[Na+].Cl. Product: [CH2:25]([O:24][C:14]1[CH:15]=[C:16]2[C:11](=[CH:12][C:13]=1[O:27][CH3:28])[C:10]([C:7]1[CH:8]=[CH:9][C:4]([C:3]([N:23]([CH:22]([CH3:17])[CH3:21])[CH:10]([CH3:11])[CH3:7])=[O:2])=[CH:5][CH:6]=1)=[N:23][C@H:22]1[C@@H:17]2[CH2:18][O:19][CH2:20][CH2:21]1)[CH3:26]. The catalyst class is: 38. (5) Reactant: Cl[C:2]1[N:3]=[N:4][CH:5]=[C:6]([Cl:8])[CH:7]=1.C(=O)([O-])[O-].[Cs+].[Cs+].[CH3:15][C:16]1[N:20]=[C:19]([CH3:21])[NH:18][N:17]=1. Product: [Cl:8][C:6]1[CH:7]=[C:2]([N:17]2[C:16]([CH3:15])=[N:20][C:19]([CH3:21])=[N:18]2)[N:3]=[N:4][CH:5]=1. The catalyst class is: 7. (6) Reactant: [CH3:1][N:2]1[C@@H:19]2[CH2:20][C:7]3[CH:8]=[CH:9][C:10]([O:22][CH3:23])=[C:11]4[O:12][C@H:13]5[C:14]([CH2:16][CH2:17][C@:18]2([OH:21])[C@:5]5([C:6]=34)[CH2:4][CH2:3]1)=[O:15].C1CCC(N=C=NC2CCCCC2)CC1.C([O:43][C:44](=[O:50])/[CH:45]=[CH:46]/[C:47](O)=[O:48])(C)(C)C. Product: [CH3:23][O:22][C:10]1[CH:9]=[CH:8][C:7]2[CH2:20][C@H:19]3[N:2]([CH3:1])[CH2:3][CH2:4][C@:5]45[C:6]=2[C:11]=1[O:12][C@H:13]4[C:14]([O:15][C:47](=[O:48])/[CH:46]=[CH:45]/[C:44]([OH:50])=[O:43])=[CH:16][CH2:17][C@@:18]35[OH:21]. The catalyst class is: 616. (7) Reactant: [CH3:1][C:2]1[CH:8]=[CH:7][C:5]([NH2:6])=[CH:4][C:3]=1[N+:9]([O-:11])=[O:10].[CH2:12]([N:14]([CH:18]([CH3:20])C)[CH:15]([CH3:17])C)[CH3:13].Cl[CH2:22][C:23]1C=C[CH:29]=[CH:28][C:24]=1[C:25](Cl)=[O:26].[CH3:32][N:33]1CCNCC1. Product: [CH3:1][C:2]1[CH:8]=[CH:7][C:5]([NH:6][C:25](=[O:26])[C:24]2[CH:28]=[CH:29][C:20]([CH2:18][N:14]3[CH2:12][CH2:13][N:33]([CH3:32])[CH2:17][CH2:15]3)=[CH:22][CH:23]=2)=[CH:4][C:3]=1[N+:9]([O-:11])=[O:10]. The catalyst class is: 7. (8) Reactant: [Br:1][C:2]1[CH:7]=[CH:6][CH:5]=[CH:4][C:3]=1[S:8]([N:11]1[C:19]2[C:14](=[CH:15][CH:16]=[CH:17][CH:18]=2)[C:13]([CH:20]=[O:21])=[CH:12]1)(=[O:10])=[O:9].[BH4-].[Na+]. Product: [Br:1][C:2]1[CH:7]=[CH:6][CH:5]=[CH:4][C:3]=1[S:8]([N:11]1[C:19]2[C:14](=[CH:15][CH:16]=[CH:17][CH:18]=2)[C:13]([CH2:20][OH:21])=[CH:12]1)(=[O:9])=[O:10]. The catalyst class is: 4.